Dataset: Reaction yield outcomes from USPTO patents with 853,638 reactions. Task: Predict the reaction yield, written as a fraction of the theoretical maximum amount of product (1.0 means a 100% yield; for example, 0.34 means a 34% yield). (1) The reactants are [O:1]=[C:2]1[C:7]2[N:8]3[C:14](=[C:15](C#N)[C:6]=2[N:5]=[CH:4][NH:3]1)[CH2:13][CH2:12][CH2:11][CH2:10][CH2:9]3.[OH-].[Na+]. No catalyst specified. The product is [N:5]1[C:6]2[CH:15]=[C:14]3[N:8]([C:7]=2[C:2](=[O:1])[NH:3][CH:4]=1)[CH2:9][CH2:10][CH2:11][CH2:12][CH2:13]3. The yield is 0.680. (2) The reactants are [F:1][C:2]1[CH:7]=[CH:6][C:5]([CH2:8][C:9]#[N:10])=[CH:4][CH:3]=1.[Cl:11][C:12]1[C:13]([F:20])=[C:14]([CH:17]=[CH:18][CH:19]=1)[CH:15]=O.C[O-].[Na+]. The catalyst is CO. The product is [Cl:11][C:12]1[C:13]([F:20])=[C:14](/[CH:15]=[C:8](/[C:5]2[CH:6]=[CH:7][C:2]([F:1])=[CH:3][CH:4]=2)\[C:9]#[N:10])[CH:17]=[CH:18][CH:19]=1. The yield is 0.800. (3) The reactants are [C:1]1([C:7]([C:10]2[CH:11]=[N:12][C:13]3[C:18]([C:19]=2[C:20]2[CH:25]=[CH:24][CH:23]=[CH:22][CH:21]=2)=[CH:17][CH:16]=[CH:15][C:14]=3[C:26]([F:29])([F:28])[F:27])(O)[CH3:8])[CH:6]=[CH:5][CH:4]=[CH:3][CH:2]=1.Cl.O. The catalyst is CCO. The product is [C:20]1([C:19]2[C:18]3[C:13](=[C:14]([C:26]([F:29])([F:27])[F:28])[CH:15]=[CH:16][CH:17]=3)[N:12]=[CH:11][C:10]=2[C:7]([C:1]2[CH:6]=[CH:5][CH:4]=[CH:3][CH:2]=2)=[CH2:8])[CH:21]=[CH:22][CH:23]=[CH:24][CH:25]=1. The yield is 0.850. (4) The reactants are C([C@@:4]1([C:26]2[CH:31]=[CH:30][CH:29]=[CH:28][CH:27]=2)[O:9][C:8](=[O:10])[N:7]([C@H](C2C=CC(C3C=NC(N)=CC=3)=CC=2)C)[CH2:6][CH2:5]1)C=C. The catalyst is O1CCCC1. The product is [C:26]1([CH:4]2[O:9][C:8](=[O:10])[NH:7][CH2:6][CH2:5]2)[CH:27]=[CH:28][CH:29]=[CH:30][CH:31]=1. The yield is 0.410. (5) The reactants are [CH:1]([C:3]1[C:4]([OH:22])=[CH:5][C:6]([N:9]2[CH2:14][CH2:13][N:12]([C:15]([O:17][C:18]([CH3:21])([CH3:20])[CH3:19])=[O:16])[CH2:11][CH2:10]2)=[N:7][CH:8]=1)=O.[CH3:23][C:24]1[CH:29]=[CH:28][N:27]2[CH:30]=[C:31]([CH2:33][C:34](OCC)=[O:35])[N:32]=[C:26]2[CH:25]=1.N1CCCCC1.C(O)(=O)C. The catalyst is CCO.O. The product is [CH3:23][C:24]1[CH:29]=[CH:28][N:27]2[CH:30]=[C:31]([C:33]3[C:34](=[O:35])[O:22][C:4]4[CH:5]=[C:6]([N:9]5[CH2:10][CH2:11][N:12]([C:15]([O:17][C:18]([CH3:19])([CH3:21])[CH3:20])=[O:16])[CH2:13][CH2:14]5)[N:7]=[CH:8][C:3]=4[CH:1]=3)[N:32]=[C:26]2[CH:25]=1. The yield is 0.630. (6) The reactants are [Cl:1][C:2]1[C:11]2[C:10](=[O:12])[N:9]([CH2:13][CH2:14][C:15]3[CH:20]=[CH:19][CH:18]=[CH:17][CH:16]=3)[C:8]([C:21]3[CH:26]=[CH:25][CH:24]=[CH:23][C:22]=3[OH:27])=[N:7][C:6]=2[CH:5]=[CH:4][N:3]=1.C(=O)([O-])[O-].[K+].[K+].[CH2:34](Br)[C:35]1[CH:40]=[CH:39][CH:38]=[CH:37][CH:36]=1. The catalyst is CC(C)=O. The product is [CH2:34]([O:27][C:22]1[CH:23]=[CH:24][CH:25]=[CH:26][C:21]=1[C:8]1[N:9]([CH2:13][CH2:14][C:15]2[CH:20]=[CH:19][CH:18]=[CH:17][CH:16]=2)[C:10](=[O:12])[C:11]2[C:2]([Cl:1])=[N:3][CH:4]=[CH:5][C:6]=2[N:7]=1)[C:35]1[CH:40]=[CH:39][CH:38]=[CH:37][CH:36]=1. The yield is 0.870.